From a dataset of Forward reaction prediction with 1.9M reactions from USPTO patents (1976-2016). Predict the product of the given reaction. Given the reactants [OH:1][CH2:2][C@H:3]1[CH2:8][CH2:7][C@H:6]([CH2:9][N:10]([CH3:24])[S:11]([C:14]2[CH:19]=[CH:18][C:17]([C:20]([F:23])([F:22])[F:21])=[CH:16][CH:15]=2)(=[O:13])=[O:12])[CH2:5][CH2:4]1.ClCCl.[Br:28][CH2:29]/[CH:30]=[CH:31]/[CH2:32]Br.[OH-].[Na+], predict the reaction product. The product is: [Br:28][CH2:29]/[CH:30]=[CH:31]/[CH2:32][O:1][CH2:2][C@H:3]1[CH2:8][CH2:7][C@H:6]([CH2:9][N:10]([CH3:24])[S:11]([C:14]2[CH:19]=[CH:18][C:17]([C:20]([F:23])([F:21])[F:22])=[CH:16][CH:15]=2)(=[O:13])=[O:12])[CH2:5][CH2:4]1.